Dataset: Acute oral toxicity (LD50) regression data from Zhu et al.. Task: Regression/Classification. Given a drug SMILES string, predict its toxicity properties. Task type varies by dataset: regression for continuous values (e.g., LD50, hERG inhibition percentage) or binary classification for toxic/non-toxic outcomes (e.g., AMES mutagenicity, cardiotoxicity, hepatotoxicity). Dataset: ld50_zhu. (1) The drug is O=C(OCc1ccccc1)c1ccccc1. The rat oral LD50 is 2.10, given as -log10 of the dose in mol/kg body weight (higher means more acutely toxic). (2) The compound is c1ccc(-c2ccc(C(c3ccccc3)n3ccnc3)cc2)cc1. The rat oral LD50 is 2.33, given as -log10 of the dose in mol/kg body weight (higher means more acutely toxic). (3) The molecule is CC(=O)c1ccccn1. The rat oral LD50 is 1.73, given as -log10 of the dose in mol/kg body weight (higher means more acutely toxic).